Dataset: Catalyst prediction with 721,799 reactions and 888 catalyst types from USPTO. Task: Predict which catalyst facilitates the given reaction. (1) Reactant: [CH3:1][O:2][C:3]([C:5]1[S:22][C:8]2[CH:9]3[CH:13]([CH2:14][C:7]=2[CH:6]=1)[CH2:12][N:11](CC1C=CC=CC=1)[CH2:10]3)=[O:4].C([O-])([O-])=O.[K+].[K+].CC(Cl)OC(Cl)=O. Product: [CH3:1][O:2][C:3]([C:5]1[S:22][C:8]2[CH:9]3[CH:13]([CH2:14][C:7]=2[CH:6]=1)[CH2:12][NH:11][CH2:10]3)=[O:4]. The catalyst class is: 26. (2) Reactant: [CH3:1][O:2][CH2:3][CH2:4][O:5][C:6]1[CH:7]=[C:8]2[C:20]([NH:21][C:22]3[CH:23]=[CH:24][CH:25]=[C:26]([C:28]#[CH:29])[CH:27]=3)=[N:19][CH:18]=[N:17][C:9]2=[CH:10][C:11]=1[O:12][CH2:13][CH2:14][O:15][CH3:16].Cl.N. Product: [CH3:1][O:2][CH2:3][CH2:4][O:5][C:6]1[CH:7]=[C:8]2[C:20]([NH:21][C:22]3[CH:27]=[C:26]([C:28]#[CH:29])[CH:25]=[CH:24][CH:23]=3)=[N:19][CH:18]=[N:17][C:9]2=[CH:10][C:11]=1[O:12][CH2:13][CH2:14][O:15][CH3:16]. The catalyst class is: 6. (3) Reactant: [F:1][C:2]1[CH:10]=[CH:9]C(C(O)=O)=C[C:3]=1[CH3:11].[CH3:12][N:13]([C:15]([O:19]N1N=NC2C=CC=CC1=2)=[N+](C)C)C.[B-](F)(F)(F)F.CN1CCOCC1.[CH:41]1([C@H:44](NC)[CH2:45][N:46]2[CH2:49][CH:48]([OH:50])[CH2:47]2)[CH2:43][CH2:42]1. Product: [CH:41]1([C:44]2([CH:9]=[CH:10][C:2]([F:1])=[C:3]([CH3:11])[CH:45]2[N:46]2[CH2:47][CH:48]([OH:50])[CH2:49]2)[C:15]([NH:13][CH3:12])=[O:19])[CH2:42][CH2:43]1. The catalyst class is: 85. (4) Reactant: [Cl:1][C:2]1[CH:7]=[C:6]([Cl:8])[CH:5]=[CH:4][C:3]=1[C:9]1[O:10][C:11]2[CH:17]=[CH:16][C:15]([OH:18])=[CH:14][C:12]=2[N:13]=1.[CH2:19]([C@H:21]1[O:23][CH2:22]1)Cl.C(=O)([O-])[O-].[K+].[K+]. Product: [O:23]1[CH2:22][C@@H:21]1[CH2:19][O:18][C:15]1[CH:16]=[CH:17][C:11]2[O:10][C:9]([C:3]3[CH:4]=[CH:5][C:6]([Cl:8])=[CH:7][C:2]=3[Cl:1])=[N:13][C:12]=2[CH:14]=1. The catalyst class is: 21. (5) Reactant: [CH2:1]([Li])CCC.[Cl:6][C:7]1[CH:12]=[CH:11][C:10]([F:13])=[CH:9][C:8]=1[Cl:14].COS(OC)(=O)=O.[Cl-].[Na+].[OH-].[NH4+]. Product: [Cl:6][C:7]1[CH:12]=[CH:11][C:10]([F:13])=[C:9]([CH3:1])[C:8]=1[Cl:14]. The catalyst class is: 20.